From a dataset of Peptide-MHC class I binding affinity with 185,985 pairs from IEDB/IMGT. Regression. Given a peptide amino acid sequence and an MHC pseudo amino acid sequence, predict their binding affinity value. This is MHC class I binding data. The peptide sequence is LMLVAHYAI. The MHC is HLA-A02:17 with pseudo-sequence HLA-A02:17. The binding affinity (normalized) is 0.745.